The task is: Predict the reactants needed to synthesize the given product.. This data is from Full USPTO retrosynthesis dataset with 1.9M reactions from patents (1976-2016). (1) Given the product [I:6][C:7]1[CH:15]=[CH:14][C:10]([C:11]([Cl:21])=[O:12])=[CH:9][C:8]=1[O:16][CH3:17], predict the reactants needed to synthesize it. The reactants are: CN(C)C=O.[I:6][C:7]1[CH:15]=[CH:14][C:10]([C:11](O)=[O:12])=[CH:9][C:8]=1[O:16][CH3:17].S(Cl)([Cl:21])(=O)=O. (2) The reactants are: [Br:1][C:2]1[CH:3]=[C:4]([CH:8]=[CH:9][C:10]=1[OH:11])[C:5]([OH:7])=[O:6].C(=O)([O-])[O-].[K+].[K+].[CH2:18](Br)[C:19]1[CH:24]=[CH:23][CH:22]=[CH:21][CH:20]=1. Given the product [CH2:18]([O:11][C:10]1[CH:9]=[CH:8][C:4]([C:5]([O:7][CH2:5][C:4]2[CH:8]=[CH:9][CH:10]=[CH:2][CH:3]=2)=[O:6])=[CH:3][C:2]=1[Br:1])[C:19]1[CH:24]=[CH:23][CH:22]=[CH:21][CH:20]=1, predict the reactants needed to synthesize it. (3) The reactants are: [CH2:1]([O:8][C:9]1[C:10](=[O:35])[C:11](C(O)=O)=[CH:12][N:13]([CH2:26][CH:27]([O:30][CH3:31])[O:28][CH3:29])[C:14]=1[C:15](=[O:25])[NH:16][CH2:17][C:18]1[CH:23]=[CH:22][CH:21]=[C:20]([Cl:24])[CH:19]=1)[C:2]1[CH:7]=[CH:6][CH:5]=[CH:4][CH:3]=1.C1(C)C=CC=CC=1.C([N:45](CC)CC)C.C1(P(N=[N+]=[N-])(C2C=CC=CC=2)=O)C=CC=CC=1. Given the product [Cl:24][C:20]1[CH:19]=[C:18]([CH:23]=[CH:22][CH:21]=1)[CH2:17][NH:16][C:15]([C:14]1[N:13]([CH2:26][CH:27]([O:30][CH3:31])[O:28][CH3:29])[CH:12]=[C:11]([NH2:45])[C:10](=[O:35])[C:9]=1[O:8][CH2:1][C:2]1[CH:3]=[CH:4][CH:5]=[CH:6][CH:7]=1)=[O:25], predict the reactants needed to synthesize it. (4) The reactants are: [CH3:1][C:2]1[CH:7]=[C:6]([CH3:8])[N:5]=[C:4]([CH:9]=[CH:10][C:11]2[C:19]3[C:14](=[CH:15][C:16]([NH:20][C:21]4[CH:29]=[CH:28][CH:27]=[CH:26][C:22]=4[C:23]([OH:25])=O)=[CH:17][CH:18]=3)[N:13]([CH:30]3[CH2:35][CH2:34][CH2:33][CH2:32][O:31]3)[N:12]=2)[CH:3]=1.[CH:36]1([C:39]#[C:40][CH2:41][NH2:42])[CH2:38][CH2:37]1. Given the product [CH:36]1([C:39]#[C:40][CH2:41][NH:42][C:23](=[O:25])[C:22]2[CH:26]=[CH:27][CH:28]=[CH:29][C:21]=2[NH:20][C:16]2[CH:15]=[C:14]3[C:19]([C:11]([CH:10]=[CH:9][C:4]4[CH:3]=[C:2]([CH3:1])[CH:7]=[C:6]([CH3:8])[N:5]=4)=[N:12][N:13]3[CH:30]3[CH2:35][CH2:34][CH2:33][CH2:32][O:31]3)=[CH:18][CH:17]=2)[CH2:38][CH2:37]1, predict the reactants needed to synthesize it. (5) Given the product [CH2:12]([N:11]([CH2:14][CH:13]=[CH2:12])[C:9]([C:8]1[C:15]([I:22])=[C:16]([NH:19][C:20]([O:27][CH2:26][CH2:25][O:28][C:20](=[O:21])[NH:19][C:16]2[C:17]([I:18])=[C:6]([C:5](=[O:24])[N:4]([CH2:15][CH:8]=[CH2:9])[CH2:1][CH:2]=[CH2:3])[C:7]([I:23])=[C:8]([C:9](=[O:10])[N:11]([CH2:3][CH:2]=[CH2:1])[CH2:12][CH:13]=[CH2:14])[C:15]=2[I:22])=[O:21])[C:17]([I:18])=[C:6]([C:5](=[O:24])[N:4]([CH2:7][CH:6]=[CH2:5])[CH2:1][CH:2]=[CH2:3])[C:7]=1[I:23])=[O:10])[CH:13]=[CH2:14], predict the reactants needed to synthesize it. The reactants are: [CH2:1]([NH:4][C:5](=[O:24])[C:6]1[C:17]([I:18])=[C:16]([N:19]=[C:20]=[O:21])[C:15]([I:22])=[C:8]([C:9]([NH:11][CH2:12][CH:13]=[CH2:14])=[O:10])[C:7]=1[I:23])[CH:2]=[CH2:3].[CH2:25]([OH:28])[CH2:26][OH:27]. (6) Given the product [F:1][C:2]1[CH:7]=[C:6]([C:14]2([OH:18])[CH2:17][CH2:16][CH2:15]2)[CH:5]=[CH:4][N:3]=1, predict the reactants needed to synthesize it. The reactants are: [F:1][C:2]1[CH:7]=[C:6](I)[CH:5]=[CH:4][N:3]=1.[Li]CCCC.[C:14]1(=[O:18])[CH2:17][CH2:16][CH2:15]1. (7) Given the product [F:7][C:8]1[CH:15]=[CH:14][C:11]([CH2:12][N:4]2[CH:5]=[CH:6][C:2]([NH2:1])=[N:3]2)=[CH:10][CH:9]=1, predict the reactants needed to synthesize it. The reactants are: [NH2:1][C:2]1[CH:6]=[CH:5][NH:4][N:3]=1.[F:7][C:8]1[CH:15]=[CH:14][C:11]([CH2:12]Br)=[CH:10][CH:9]=1. (8) Given the product [F:23][C:17]1[CH:18]=[CH:19][CH:20]=[C:21]([F:22])[C:16]=1[O:15][C:3]1[CH:4]=[C:5]([NH:8][C:9]2[S:10][CH:11]=[C:12]([CH3:14])[N:13]=2)[N:6]=[CH:7][C:2]=1[S:75][CH2:76][CH2:77][C:78]([O:80][CH3:81])=[O:79], predict the reactants needed to synthesize it. The reactants are: Br[C:2]1[C:3]([O:15][C:16]2[C:21]([F:22])=[CH:20][CH:19]=[CH:18][C:17]=2[F:23])=[CH:4][C:5]([NH:8][C:9]2[S:10][CH:11]=[C:12]([CH3:14])[N:13]=2)=[N:6][CH:7]=1.C1(P(C2C=CC=CC=2)C2C3OC4C(=CC=CC=4P(C4C=CC=CC=4)C4C=CC=CC=4)C(C)(C)C=3C=CC=2)C=CC=CC=1.C(N(C(C)C)C(C)C)C.[SH:75][CH2:76][CH2:77][C:78]([O:80][CH3:81])=[O:79]. (9) Given the product [O:35]=[C:33]1[C:32]2[C:31](=[CH:39][CH:38]=[CH:37][CH:36]=2)[C:30](=[O:40])[N:34]1[CH2:2][C:3]1[O:7][C:6]([CH2:8][O:9][C:10]([C:23]2[CH:28]=[CH:27][CH:26]=[CH:25][CH:24]=2)([C:17]2[CH:22]=[CH:21][CH:20]=[CH:19][CH:18]=2)[C:11]2[CH:16]=[CH:15][CH:14]=[CH:13][CH:12]=2)=[N:5][C:4]=1[CH3:29], predict the reactants needed to synthesize it. The reactants are: Cl[CH2:2][C:3]1[O:7][C:6]([CH2:8][O:9][C:10]([C:23]2[CH:28]=[CH:27][CH:26]=[CH:25][CH:24]=2)([C:17]2[CH:22]=[CH:21][CH:20]=[CH:19][CH:18]=2)[C:11]2[CH:16]=[CH:15][CH:14]=[CH:13][CH:12]=2)=[N:5][C:4]=1[CH3:29].[C:30]1(=[O:40])[NH:34][C:33](=[O:35])[C:32]2=[CH:36][CH:37]=[CH:38][CH:39]=[C:31]12.[K].O.